This data is from Peptide-MHC class II binding affinity with 134,281 pairs from IEDB. The task is: Regression. Given a peptide amino acid sequence and an MHC pseudo amino acid sequence, predict their binding affinity value. This is MHC class II binding data. (1) The peptide sequence is IARLPQVASYVYRRI. The MHC is DRB1_1101 with pseudo-sequence DRB1_1101. The binding affinity (normalized) is 0.588. (2) The peptide sequence is VIDVKLVDANGTLHD. The MHC is HLA-DPA10201-DPB11401 with pseudo-sequence HLA-DPA10201-DPB11401. The binding affinity (normalized) is 0.176. (3) The peptide sequence is ESLHNPYPDYHWLRT. The MHC is DRB1_0405 with pseudo-sequence DRB1_0405. The binding affinity (normalized) is 0.216.